This data is from Full USPTO retrosynthesis dataset with 1.9M reactions from patents (1976-2016). The task is: Predict the reactants needed to synthesize the given product. (1) Given the product [CH:21]1[C:22]2[C:27](=[CH:26][CH:25]=[CH:24][CH:23]=2)[CH:28]=[C:19]([NH:18][C:16]2[S:17][C:13]([NH:12][C:1](=[O:10])[C:2]3[CH:7]=[CH:6][C:5]([O:8][CH3:9])=[CH:4][CH:3]=3)=[C:14]([C:29]([NH2:31])=[O:30])[N:15]=2)[N:20]=1, predict the reactants needed to synthesize it. The reactants are: [C:1](Cl)(=[O:10])[C:2]1[CH:7]=[CH:6][C:5]([O:8][CH3:9])=[CH:4][CH:3]=1.[NH2:12][C:13]1[S:17][C:16]([NH:18][C:19]2[N:20]=[CH:21][C:22]3[C:27]([CH:28]=2)=[CH:26][CH:25]=[CH:24][CH:23]=3)=[N:15][C:14]=1[C:29]([NH2:31])=[O:30]. (2) Given the product [F:1][C:2]1[CH:3]=[C:4]2[C:9](=[C:10]([O:12][CH:15]([CH3:17])[CH3:16])[CH:11]=1)[N:8]=[C:7]([CH3:13])[CH:6]=[CH:5]2, predict the reactants needed to synthesize it. The reactants are: [F:1][C:2]1[CH:3]=[C:4]2[C:9](=[C:10]([OH:12])[CH:11]=1)[N:8]=[C:7]([CH3:13])[CH:6]=[CH:5]2.I[CH:15]([CH3:17])[CH3:16].C([O-])([O-])=O.[K+].[K+].O. (3) Given the product [CH2:7]([O:11][CH:12]([O:14][NH:15][C:16]([C:18]1[CH:19]=[N:20][C:21]([N:24]2[CH2:25][CH:26]3[CH:28]([CH:27]3[N:30]([C:1](=[O:5])[CH2:2][CH2:47][N:44]([CH2:45][CH3:46])[CH2:42][CH3:43])[CH2:31][C:32]3[CH:41]=[CH:40][C:39]4[C:34](=[CH:35][CH:36]=[CH:37][CH:38]=4)[CH:33]=3)[CH2:29]2)=[N:22][CH:23]=1)=[O:17])[CH3:13])[CH:8]([CH3:10])[CH3:9], predict the reactants needed to synthesize it. The reactants are: [C:1](Cl)(=[O:5])[C:2](Cl)=O.[CH2:7]([O:11][CH:12]([O:14][NH:15][C:16]([C:18]1[CH:19]=[N:20][C:21]([N:24]2[CH2:29][CH:28]3[CH:26]([CH:27]3[NH:30][CH2:31][C:32]3[CH:41]=[CH:40][C:39]4[C:34](=[CH:35][CH:36]=[CH:37][CH:38]=4)[CH:33]=3)[CH2:25]2)=[N:22][CH:23]=1)=[O:17])[CH3:13])[CH:8]([CH3:10])[CH3:9].[CH2:42]([N:44]([CH2:47]C)[CH2:45][CH3:46])[CH3:43]. (4) Given the product [ClH:24].[ClH:1].[NH2:9][CH2:10][CH2:11][NH:12][C:13]([C:15]1[N:16]([C:36]2[CH:37]=[CH:38][C:39]([O:42][CH:43]([CH3:45])[CH3:44])=[CH:40][CH:41]=2)[C:17]2[C:22]([C:23]=1[Cl:24])=[CH:21][C:20]([O:25][C:26]1[CH:31]=[CH:30][C:29]([C:32]([F:35])([F:33])[F:34])=[CH:28][N:27]=1)=[CH:19][CH:18]=2)=[O:14], predict the reactants needed to synthesize it. The reactants are: [ClH:1].C(OC([NH:9][CH2:10][CH2:11][NH:12][C:13]([C:15]1[N:16]([C:36]2[CH:41]=[CH:40][C:39]([O:42][CH:43]([CH3:45])[CH3:44])=[CH:38][CH:37]=2)[C:17]2[C:22]([C:23]=1[Cl:24])=[CH:21][C:20]([O:25][C:26]1[CH:31]=[CH:30][C:29]([C:32]([F:35])([F:34])[F:33])=[CH:28][N:27]=1)=[CH:19][CH:18]=2)=[O:14])=O)(C)(C)C. (5) Given the product [C:13]1([CH2:12][NH2:10])[C:18]2[C:17](=[CH:22][CH:21]=[CH:20][CH:19]=2)[CH:16]=[CH:15][CH:14]=1, predict the reactants needed to synthesize it. The reactants are: CC(C#C/C=C/C[N:10]([CH2:12][C:13]1[CH:14]=[CH:15][CH:16]=[C:17]2[CH:22]=[CH:21][CH:20]=[CH:19][C:18]=12)C)(C)C.N[C@H](C(O)=O)CC1C=C2C(C=CC=C2)=CC=1.C([O-])([O-])=O.[K+].[K+]. (6) Given the product [C:22]([OH:23])(=[O:34])[CH3:17].[C:33](=[O:49])([O:37][CH2:38][CH2:39][CH2:40][OH:51])[O:34][CH2:35][O:31][C:16]1[C:15](=[O:32])[C:14]([C:12]([NH:11][CH2:10][C:4]2[CH:5]=[CH:6][C:7]([F:9])=[CH:8][C:3]=2[F:2])=[O:13])=[CH:30][N:18]2[CH2:19][C@H:20]3[N:26]4[CH2:27][CH2:28][CH2:29][C@@H:25]4[CH2:24][N:21]3[C:22](=[O:23])[C:17]=12, predict the reactants needed to synthesize it. The reactants are: [Na].[F:2][C:3]1[CH:8]=[C:7]([F:9])[CH:6]=[CH:5][C:4]=1[CH2:10][NH:11][C:12]([C:14]1[C:15](=[O:32])[C:16]([OH:31])=[C:17]2[C:22](=[O:23])[N:21]3[CH2:24][C@H:25]4[CH2:29][CH2:28][CH2:27][N:26]4[C@@H:20]3[CH2:19][N:18]2[CH:30]=1)=[O:13].[C:33](=[O:49])([O:37][CH2:38][CH:39](OCC1C=CC=CC=1)[CH3:40])[O:34][CH2:35]I.C(=O)([O-])[O-:51].[K+].[K+]. (7) Given the product [CH3:32][O:31][C:30]1[C:15]2[C:14]([N:11]3[CH2:12][CH2:13][NH:8][CH2:9][CH2:10]3)=[N:19][C:18]([C:20]3[CH:25]=[CH:24][N:23]=[C:22]([NH:33][C:34]4[CH:39]=[N:38][CH:37]=[CH:36][N:35]=4)[CH:21]=3)=[N:17][C:16]=2[CH:27]=[N:28][CH:29]=1, predict the reactants needed to synthesize it. The reactants are: C(OC([N:8]1[CH2:13][CH2:12][N:11]([C:14]2[C:15]3[C:30]([O:31][CH3:32])=[CH:29][N:28]=[CH:27][C:16]=3[N:17]=[C:18]([C:20]3[CH:25]=[CH:24][N:23]=[C:22](Cl)[CH:21]=3)[N:19]=2)[CH2:10][CH2:9]1)=O)(C)(C)C.[NH2:33][C:34]1[CH:39]=[N:38][CH:37]=[CH:36][N:35]=1.